From a dataset of Reaction yield outcomes from USPTO patents with 853,638 reactions. Predict the reaction yield, written as a fraction of the theoretical maximum amount of product (1.0 means a 100% yield; for example, 0.34 means a 34% yield). The reactants are C(O[C:4](=[O:13])[C:5]1[CH:10]=[CH:9][C:8]([NH2:11])=[N:7][C:6]=1[NH2:12])C.[OH-].[Na+].Cl.C(N(CC)CC)C.F[P-](F)(F)(F)(F)F.N1(O[P+](N(C)C)(N(C)C)N(C)C)C2C=CC=CC=2N=N1.[O:51]([C:58]1[S:62][C:61]([CH2:63][NH2:64])=[CH:60][CH:59]=1)[C:52]1[CH:57]=[CH:56][CH:55]=[CH:54][CH:53]=1. The catalyst is C(O)C.[Cl-].[Na+].O. The product is [NH2:12][C:6]1[N:7]=[C:8]([NH2:11])[CH:9]=[CH:10][C:5]=1[C:4]([NH:64][CH2:63][C:61]1[S:62][C:58]([O:51][C:52]2[CH:53]=[CH:54][CH:55]=[CH:56][CH:57]=2)=[CH:59][CH:60]=1)=[O:13]. The yield is 0.250.